This data is from Forward reaction prediction with 1.9M reactions from USPTO patents (1976-2016). The task is: Predict the product of the given reaction. The product is: [Cl:18][C:9]1[N:8]=[CH:7][CH:6]=[C:5]2[C:10]=1[CH:11]=[CH:12][C:3]([C:2]([F:15])([F:14])[F:1])=[N:4]2. Given the reactants [F:1][C:2]([F:15])([F:14])[C:3]1[CH:12]=[CH:11][C:10]2[C:9](=O)[NH:8][CH:7]=[CH:6][C:5]=2[N:4]=1.P(Cl)(Cl)([Cl:18])=O, predict the reaction product.